Dataset: Reaction yield outcomes from USPTO patents with 853,638 reactions. Task: Predict the reaction yield, written as a fraction of the theoretical maximum amount of product (1.0 means a 100% yield; for example, 0.34 means a 34% yield). (1) The reactants are [OH:1][N:2]=[C:3]([NH2:14])[CH2:4][C:5]1[CH:10]=[CH:9][C:8]([N+:11]([O-:13])=[O:12])=[CH:7][CH:6]=1.CN(C)[C:17](=O)[CH3:18].C(Cl)(=O)C. The catalyst is O. The product is [CH3:17][C:18]1[O:1][N:2]=[C:3]([CH2:4][C:5]2[CH:6]=[CH:7][C:8]([N+:11]([O-:13])=[O:12])=[CH:9][CH:10]=2)[N:14]=1. The yield is 0.370. (2) The reactants are [Cl:1][C:2]1[CH:3]=[C:4]([CH:24]=[C:25]([CH2:27][OH:28])[CH:26]=1)[O:5][CH2:6][C@@H:7]1[C@@H:11]([CH2:12][CH2:13][CH2:14][C:15]2[S:19][C:18]([C:20]([OH:22])=[O:21])=[CH:17][CH:16]=2)[CH:10]=[CH:9][C:8]1=[O:23].[H][H]. The catalyst is [Pd].CCOC(C)=O. The product is [Cl:1][C:2]1[CH:3]=[C:4]([CH:24]=[C:25]([CH2:27][OH:28])[CH:26]=1)[O:5][CH2:6][C@H:7]1[C:8](=[O:23])[CH2:9][CH2:10][C@@H:11]1[CH2:12][CH2:13][CH2:14][C:15]1[S:19][C:18]([C:20]([OH:22])=[O:21])=[CH:17][CH:16]=1. The yield is 0.300.